The task is: Predict the reactants needed to synthesize the given product.. This data is from Full USPTO retrosynthesis dataset with 1.9M reactions from patents (1976-2016). (1) Given the product [NH2:33][C:28]1[CH:29]=[CH:30][CH:31]=[CH:32][C:27]=1[NH:34][C:2]1[CH:26]=[CH:25][C:5]2[C:6](=[O:24])[C:7]3[CH:14]=[C:13]([O:15][CH2:16][CH2:17][N:18]4[CH2:23][CH2:22][O:21][CH2:20][CH2:19]4)[CH:12]=[CH:11][C:8]=3[CH2:9][CH2:10][C:4]=2[CH:3]=1, predict the reactants needed to synthesize it. The reactants are: Cl[C:2]1[CH:26]=[CH:25][C:5]2[C:6](=[O:24])[C:7]3[CH:14]=[C:13]([O:15][CH2:16][CH2:17][N:18]4[CH2:23][CH2:22][O:21][CH2:20][CH2:19]4)[CH:12]=[CH:11][C:8]=3[CH2:9][CH2:10][C:4]=2[CH:3]=1.[C:27]1([NH2:34])[CH:32]=[CH:31][CH:30]=[CH:29][C:28]=1[NH2:33].C1(P(C2CCCCC2)C2C=CC=CC=2C2C(C(C)C)=CC(C(C)C)=CC=2C(C)C)CCCCC1.CC([O-])(C)C.[K+]. (2) Given the product [OH:13][CH:12]([C:3]1[CH:4]=[CH:5][C:6]2[C:7](=[O:11])[O:8][CH2:9][C:10]=2[CH:2]=1)[CH2:14][N:30]1[CH2:31][CH2:32][CH:27]([S:26][C:24]2[CH:23]=[CH:22][C:21]3[C:17](=[O:16])[O:18][CH2:19][C:20]=3[CH:25]=2)[CH2:28][CH2:29]1, predict the reactants needed to synthesize it. The reactants are: C[C:2]1[C:10]2[CH2:9][O:8][C:7](=[O:11])[C:6]=2[CH:5]=[CH:4][C:3]=1[CH:12]1[CH2:14][O:13]1.[Cl-].[O:16]=[C:17]1[C:21]2[CH:22]=[CH:23][C:24]([S:26][CH:27]3[CH2:32][CH2:31][NH2+:30][CH2:29][CH2:28]3)=[CH:25][C:20]=2[CH2:19][O:18]1. (3) The reactants are: Cl[C:2]1[N:3]([CH2:12][O:13][CH3:14])[CH:4]=[CH:5][C:6](=[O:11])[C:7]=1[N+:8]([O-:10])=[O:9].[F:15][C:16]([F:25])([C:19]1[CH:24]=[CH:23][CH:22]=[CH:21][N:20]=1)[CH2:17][NH2:18].CCN(C(C)C)C(C)C. Given the product [F:25][C:16]([F:15])([C:19]1[CH:24]=[CH:23][CH:22]=[CH:21][N:20]=1)[CH2:17][NH:18][C:2]1[N:3]([CH2:12][O:13][CH3:14])[CH:4]=[CH:5][C:6](=[O:11])[C:7]=1[N+:8]([O-:10])=[O:9], predict the reactants needed to synthesize it.